Dataset: Forward reaction prediction with 1.9M reactions from USPTO patents (1976-2016). Task: Predict the product of the given reaction. (1) Given the reactants O.NN.[CH3:4][C:5]1[O:9][C:8]([C:10]2[CH:15]=[CH:14][CH:13]=[CH:12][CH:11]=2)=[N:7][C:6]=1[CH2:16][O:17][C:18]1[CH:36]=[CH:35][C:21]([CH2:22][O:23][N:24]2C(=O)C3=CC=CC=C3C2=O)=[CH:20][CH:19]=1.O1CCCC1, predict the reaction product. The product is: [CH3:4][C:5]1[O:9][C:8]([C:10]2[CH:11]=[CH:12][CH:13]=[CH:14][CH:15]=2)=[N:7][C:6]=1[CH2:16][O:17][C:18]1[CH:19]=[CH:20][C:21]([CH2:22][O:23][NH2:24])=[CH:35][CH:36]=1. (2) Given the reactants [CH:1]1([N:4]2[CH:8]=[C:7]([O:9][C:10]3[CH:15]=[CH:14][N:13]=[C:12]([NH:16][C:17]4[CH:22]=[CH:21][N:20]=[C:19]([C:23]([OH:26])([CH3:25])[CH3:24])[CH:18]=4)[CH:11]=3)[C:6]([CH:27]3[CH2:32][CH2:31][O:30][CH2:29][CH2:28]3)=[N:5]2)[CH2:3][CH2:2]1.O.[C:34]1([CH3:44])[CH:39]=[CH:38][C:37]([S:40]([OH:43])(=[O:42])=[O:41])=[CH:36][CH:35]=1, predict the reaction product. The product is: [CH:1]1([N:4]2[CH:8]=[C:7]([O:9][C:10]3[CH:15]=[CH:14][N:13]=[C:12]([NH:16][C:17]4[CH:22]=[CH:21][N:20]=[C:19]([C:23]([OH:26])([CH3:25])[CH3:24])[CH:18]=4)[CH:11]=3)[C:6]([CH:27]3[CH2:28][CH2:29][O:30][CH2:31][CH2:32]3)=[N:5]2)[CH2:3][CH2:2]1.[CH3:44][C:34]1[CH:35]=[CH:36][C:37]([S:40]([O-:43])(=[O:42])=[O:41])=[CH:38][CH:39]=1. (3) Given the reactants [C:1]([C:3]1[C:12]2[C:7](=[CH:8][C:9]([O:13][C:14]3[CH:19]=[CH:18][CH:17]=[CH:16][C:15]=3[CH3:20])=[CH:10][CH:11]=2)[C:6]([OH:21])=[C:5]([C:22](OCCCC)=[O:23])[N:4]=1)#[N:2].OC(C(F)(F)F)=O.[NH2:36][CH2:37][C:38]([CH3:43])([CH3:42])[C:39]([OH:41])=[O:40].C[O-].[Na+], predict the reaction product. The product is: [C:1]([C:3]1[C:12]2[C:7](=[CH:8][C:9]([O:13][C:14]3[CH:19]=[CH:18][CH:17]=[CH:16][C:15]=3[CH3:20])=[CH:10][CH:11]=2)[C:6]([OH:21])=[C:5]([C:22]([NH:36][CH2:37][C:38]([CH3:43])([CH3:42])[C:39]([OH:41])=[O:40])=[O:23])[N:4]=1)#[N:2].